Task: Regression. Given a peptide amino acid sequence and an MHC pseudo amino acid sequence, predict their binding affinity value. This is MHC class I binding data.. Dataset: Peptide-MHC class I binding affinity with 185,985 pairs from IEDB/IMGT (1) The peptide sequence is YRYGFVANF. The MHC is HLA-B18:01 with pseudo-sequence HLA-B18:01. The binding affinity (normalized) is 0.0847. (2) The peptide sequence is WTSGASTSQE. The MHC is HLA-B57:01 with pseudo-sequence HLA-B57:01. The binding affinity (normalized) is 0.508. (3) The peptide sequence is KCRVKMEKL. The MHC is HLA-B08:01 with pseudo-sequence HLA-B08:01. The binding affinity (normalized) is 0.0847. (4) The peptide sequence is HPVHAGPIA. The MHC is HLA-B15:01 with pseudo-sequence HLA-B15:01. The binding affinity (normalized) is 0. (5) The peptide sequence is FISFYLINK. The MHC is HLA-A68:01 with pseudo-sequence HLA-A68:01. The binding affinity (normalized) is 0.733.